Task: Binary Classification. Given a drug SMILES string, predict its activity (active/inactive) in a high-throughput screening assay against a specified biological target.. Dataset: HIV replication inhibition screening data with 41,000+ compounds from the AIDS Antiviral Screen The molecule is C=CCSC(C)=O. The result is 0 (inactive).